From a dataset of Catalyst prediction with 721,799 reactions and 888 catalyst types from USPTO. Predict which catalyst facilitates the given reaction. (1) Reactant: [CH3:1][C:2]1([CH3:24])[C:10]2[C:5](=[CH:6][C:7]([N+:11]([O-])=O)=[CH:8][CH:9]=2)[N:4]([CH2:14][CH2:15][CH2:16][N:17]2[CH2:22][CH2:21][O:20][CH2:19][CH2:18]2)[C:3]1=[O:23]. Product: [NH2:11][C:7]1[CH:6]=[C:5]2[C:10]([C:2]([CH3:24])([CH3:1])[C:3](=[O:23])[N:4]2[CH2:14][CH2:15][CH2:16][N:17]2[CH2:22][CH2:21][O:20][CH2:19][CH2:18]2)=[CH:9][CH:8]=1. The catalyst class is: 7. (2) Reactant: [NH2:1][CH2:2][C@@H:3]1[CH2:7][CH2:6][N:5]([C:8]2[C:17]3[C:12](=[CH:13][C:14]([CH3:18])=[CH:15][CH:16]=3)[N:11]=[C:10]([C:19]3[CH:24]=[CH:23][CH:22]=[CH:21][C:20]=3[OH:25])[N:9]=2)[CH2:4]1.C(N(CC)CC)C.Cl[C:34]([O:36][CH2:37][CH2:38][O:39][CH3:40])=[O:35]. Product: [CH3:40][O:39][CH2:38][CH2:37][O:36][C:34](=[O:35])[NH:1][CH2:2][C@@H:3]1[CH2:7][CH2:6][N:5]([C:8]2[C:17]3[C:12](=[CH:13][C:14]([CH3:18])=[CH:15][CH:16]=3)[N:11]=[C:10]([C:19]3[CH:24]=[CH:23][CH:22]=[CH:21][C:20]=3[OH:25])[N:9]=2)[CH2:4]1. The catalyst class is: 3. (3) Reactant: [C:1](Cl)(=[O:3])[CH3:2].[CH:5]1([C:11]2[C:12]3[CH:13]=[CH:14][C:15]4[C:16](=[O:57])[NH:17][CH2:18][CH2:19][CH:20]=[CH:21][CH2:22][CH2:23][NH:24][C:25](=[O:56])[CH2:26][N:27]([C:54]=3[CH:55]=4)[C:28]=2[C:29]2[CH:34]=[CH:33][C:32]([O:35][CH2:36][C:37]3[CH:42]=[C:41]([NH2:43])[CH:40]=[CH:39][C:38]=3[N:44]3[CH2:49][CH2:48][N:47]([S:50]([CH3:53])(=[O:52])=[O:51])[CH2:46][CH2:45]3)=[CH:31][CH:30]=2)[CH2:10][CH2:9][CH2:8][CH2:7][CH2:6]1.CCN(C(C)C)C(C)C. Product: [CH:5]1([C:11]2[C:12]3[CH:13]=[CH:14][C:15]4[C:16](=[O:57])[NH:17][CH2:18][CH2:19][CH:20]=[CH:21][CH2:22][CH2:23][NH:24][C:25](=[O:56])[CH2:26][N:27]([C:54]=3[CH:55]=4)[C:28]=2[C:29]2[CH:34]=[CH:33][C:32]([O:35][CH2:36][C:37]3[CH:42]=[C:41]([NH:43][C:1](=[O:3])[CH3:2])[CH:40]=[CH:39][C:38]=3[N:44]3[CH2:45][CH2:46][N:47]([S:50]([CH3:53])(=[O:51])=[O:52])[CH2:48][CH2:49]3)=[CH:31][CH:30]=2)[CH2:6][CH2:7][CH2:8][CH2:9][CH2:10]1. The catalyst class is: 22. (4) Reactant: [N:1]([C:4]1[CH:9]=[CH:8][C:7]([O:10][CH2:11][C:12]([F:15])([F:14])[F:13])=[CH:6][CH:5]=1)=[C:2]=[S:3].[H-].[Na+].[NH2:18][C:19]1[C:24]([C:25](OC)=[O:26])=[CH:23][CH:22]=[C:21]([Cl:29])[N:20]=1.Cl. Product: [Cl:29][C:21]1[CH:22]=[CH:23][C:24]2[C:25](=[O:26])[N:1]([C:4]3[CH:5]=[CH:6][C:7]([O:10][CH2:11][C:12]([F:13])([F:15])[F:14])=[CH:8][CH:9]=3)[C:2](=[S:3])[NH:18][C:19]=2[N:20]=1. The catalyst class is: 483.